From a dataset of Peptide-MHC class II binding affinity with 134,281 pairs from IEDB. Regression. Given a peptide amino acid sequence and an MHC pseudo amino acid sequence, predict their binding affinity value. This is MHC class II binding data. (1) The peptide sequence is TLSVTFIGAAPLILSY. The MHC is DRB1_1101 with pseudo-sequence DRB1_1101. The binding affinity (normalized) is 0.420. (2) The peptide sequence is GKANRGKMDVSGVQA. The MHC is DRB4_0101 with pseudo-sequence DRB4_0103. The binding affinity (normalized) is 0.450. (3) The peptide sequence is YDKFLANVSTVLTGK. The MHC is DRB1_0401 with pseudo-sequence DRB1_0401. The binding affinity (normalized) is 0.549. (4) The peptide sequence is AAATAGTTGYGAFAA. The MHC is HLA-DQA10401-DQB10402 with pseudo-sequence HLA-DQA10401-DQB10402. The binding affinity (normalized) is 0.208.